From a dataset of Forward reaction prediction with 1.9M reactions from USPTO patents (1976-2016). Predict the product of the given reaction. (1) Given the reactants [NH3:1].F[C:3]1[C:10]([F:11])=[CH:9][C:6]([C:7]#[N:8])=[C:5]([N:12](S(C)(=O)=O)[S:13]([CH3:16])(=[O:15])=[O:14])[CH:4]=1, predict the reaction product. The product is: [NH2:1][C:3]1[C:10]([F:11])=[CH:9][C:6]([C:7]#[N:8])=[C:5]([NH:12][S:13]([CH3:16])(=[O:15])=[O:14])[CH:4]=1. (2) Given the reactants [C:1]([O:5][C:6]([N:8]1[CH2:13][CH2:12][CH:11]([O:14][CH2:15][CH2:16][OH:17])[CH2:10][CH2:9]1)=[O:7])([CH3:4])([CH3:3])[CH3:2].[H-].[Na+].[CH3:20]I, predict the reaction product. The product is: [C:1]([O:5][C:6]([N:8]1[CH2:9][CH2:10][CH:11]([O:14][CH2:15][CH2:16][O:17][CH3:20])[CH2:12][CH2:13]1)=[O:7])([CH3:4])([CH3:3])[CH3:2]. (3) Given the reactants [C:1]([C:5]1[CH:10]=[C:9]([Br:11])[CH:8]=[CH:7][C:6]=1[OH:12])([CH3:4])([CH3:3])[CH3:2].CCN(CC)CC.Cl[C:21]([O:23][CH3:24])=[O:22], predict the reaction product. The product is: [C:21](=[O:22])([O:12][C:6]1[CH:7]=[CH:8][C:9]([Br:11])=[CH:10][C:5]=1[C:1]([CH3:4])([CH3:2])[CH3:3])[O:23][CH3:24]. (4) The product is: [CH3:1][O:2][C:3]1[CH:4]=[C:5]2[C:10](=[CH:11][C:12]=1[O:13][CH3:14])[N:9]=[CH:8][N:7]=[C:6]2[O:15][C:16]1[CH:22]=[CH:21][C:19]([NH:20][C:38](=[O:40])[O:52][CH:51]([C:53]2[CH:58]=[CH:57][CH:56]=[CH:55][CH:54]=2)[CH:50]([CH3:59])[CH3:49])=[CH:18][CH:17]=1. Given the reactants [CH3:1][O:2][C:3]1[CH:4]=[C:5]2[C:10](=[CH:11][C:12]=1[O:13][CH3:14])[N:9]=[CH:8][N:7]=[C:6]2[O:15][C:16]1[CH:22]=[CH:21][C:19]([NH2:20])=[CH:18][CH:17]=1.C1(C)C=CC=CC=1.C(N(CC)CC)C.Cl[C:38](Cl)([O:40]C(=O)OC(Cl)(Cl)Cl)Cl.[CH3:49][CH:50]([CH3:59])[CH:51]([C:53]1[CH:58]=[CH:57][CH:56]=[CH:55][CH:54]=1)[OH:52], predict the reaction product. (5) Given the reactants Cl[C:2]1[CH:3]=[C:4]([NH:10][C:11]2[CH:16]=[CH:15][C:14]([CH2:17][N:18]([CH:20]([CH3:22])[CH3:21])[CH3:19])=[CH:13][N:12]=2)[C:5](=[O:9])[N:6]([CH3:8])[N:7]=1.[C:23]([O:26][CH2:27][C:28]1[C:33](B2OC(C)(C)C(C)(C)O2)=[CH:32][CH:31]=[CH:30][C:29]=1[N:43]1[CH2:55][CH2:54][N:46]2[C:47]3[CH2:48][CH2:49][CH2:50][CH2:51][C:52]=3[CH:53]=[C:45]2[C:44]1=[O:56])(=[O:25])[CH3:24].C([O-])([O-])=O.[Na+].[Na+], predict the reaction product. The product is: [C:23]([O:26][CH2:27][C:28]1[C:29]([N:43]2[CH2:55][CH2:54][N:46]3[C:47]4[CH2:48][CH2:49][CH2:50][CH2:51][C:52]=4[CH:53]=[C:45]3[C:44]2=[O:56])=[CH:30][CH:31]=[CH:32][C:33]=1[C:2]1[CH:3]=[C:4]([NH:10][C:11]2[CH:16]=[CH:15][C:14]([CH2:17][N:18]([CH:20]([CH3:22])[CH3:21])[CH3:19])=[CH:13][N:12]=2)[C:5](=[O:9])[N:6]([CH3:8])[N:7]=1)(=[O:25])[CH3:24]. (6) The product is: [Br:1][C:2]1[C:7]([CH3:8])=[N:6][C:5]([Cl:24])=[CH:4][C:3]=1[C:10]1[CH:15]=[CH:14][C:13]([Cl:16])=[CH:12][CH:11]=1. Given the reactants [Br:1][C:2]1[C:3]([C:10]2[CH:15]=[CH:14][C:13]([Cl:16])=[CH:12][CH:11]=2)=[CH:4][C:5](=O)[NH:6][C:7]=1[CH3:8].CN(C=O)C.P(Cl)(Cl)([Cl:24])=O, predict the reaction product. (7) Given the reactants [OH:1][C:2]1[CH:3]=[C:4]([CH:8]([O:12][CH3:13])[C:9]([OH:11])=O)[CH:5]=[CH:6][CH:7]=1.[NH2:14][CH2:15][C:16]1[CH:23]=[CH:22][C:19]([C:20]#[N:21])=[CH:18][CH:17]=1, predict the reaction product. The product is: [C:15]([C:16]1[CH:23]=[CH:22][C:19]([CH2:20][NH:21][C:9](=[O:11])[CH:8]([C:4]2[CH:5]=[CH:6][CH:7]=[C:2]([OH:1])[CH:3]=2)[O:12][CH3:13])=[CH:18][CH:17]=1)#[N:14].